Dataset: NCI-60 drug combinations with 297,098 pairs across 59 cell lines. Task: Regression. Given two drug SMILES strings and cell line genomic features, predict the synergy score measuring deviation from expected non-interaction effect. (1) Drug 1: CC1=C(C=C(C=C1)NC2=NC=CC(=N2)N(C)C3=CC4=NN(C(=C4C=C3)C)C)S(=O)(=O)N.Cl. Drug 2: C1=CC(=CC=C1CCC2=CNC3=C2C(=O)NC(=N3)N)C(=O)NC(CCC(=O)O)C(=O)O. Cell line: OVCAR-4. Synergy scores: CSS=16.7, Synergy_ZIP=-7.69, Synergy_Bliss=-15.4, Synergy_Loewe=-25.2, Synergy_HSA=-14.4. (2) Drug 1: C1=C(C(=O)NC(=O)N1)F. Drug 2: C1CC(=O)NC(=O)C1N2C(=O)C3=CC=CC=C3C2=O. Cell line: SK-MEL-28. Synergy scores: CSS=32.0, Synergy_ZIP=3.74, Synergy_Bliss=4.80, Synergy_Loewe=1.63, Synergy_HSA=4.63. (3) Drug 1: CCN(CC)CCCC(C)NC1=C2C=C(C=CC2=NC3=C1C=CC(=C3)Cl)OC. Drug 2: CC1=C(C(=O)C2=C(C1=O)N3CC4C(C3(C2COC(=O)N)OC)N4)N. Cell line: HCT116. Synergy scores: CSS=50.5, Synergy_ZIP=-2.15, Synergy_Bliss=-3.26, Synergy_Loewe=-8.96, Synergy_HSA=-4.30.